The task is: Predict the reactants needed to synthesize the given product.. This data is from Full USPTO retrosynthesis dataset with 1.9M reactions from patents (1976-2016). (1) Given the product [C:48]([O:51][CH2:52][C:53]([N:38]1[CH2:39][CH2:40][CH:35]([CH2:34][CH2:33][O:32][C:10]2[C:9]([F:8])=[CH:18][CH:17]=[C:16]3[C:11]=2[C:12](=[O:31])[NH:13][C:14]([C:19]([NH:21][CH2:22][C:23]2[CH:28]=[CH:27][CH:26]=[C:25]([O:29][CH3:30])[CH:24]=2)=[O:20])=[N:15]3)[CH2:36][CH2:37]1)=[O:54])(=[O:50])[CH3:49], predict the reactants needed to synthesize it. The reactants are: FC(F)(F)C([O-])=O.[F:8][C:9]1[C:10]([O:32][CH2:33][CH2:34][CH:35]2[CH2:40][CH2:39][NH:38][CH2:37][CH2:36]2)=[C:11]2[C:16](=[CH:17][CH:18]=1)[N:15]=[C:14]([C:19]([NH:21][CH2:22][C:23]1[CH:28]=[CH:27][CH:26]=[C:25]([O:29][CH3:30])[CH:24]=1)=[O:20])[NH:13][C:12]2=[O:31].C(N(CC)CC)C.[C:48]([O:51][CH2:52][C:53](Cl)=[O:54])(=[O:50])[CH3:49]. (2) Given the product [F:12][C:13]1[CH:18]=[CH:17][C:16]([CH2:19][CH:20]=[O:21])=[CH:15][CH:14]=1, predict the reactants needed to synthesize it. The reactants are: [Cr](Cl)([O-])(=O)=O.[NH+]1C=CC=CC=1.[F:12][C:13]1[CH:18]=[CH:17][C:16]([CH2:19][CH2:20][OH:21])=[CH:15][CH:14]=1. (3) Given the product [CH3:50][C:51]1[CH:52]=[CH:53][C:54]([N:60]2[N:64]=[CH:63][CH:62]=[N:61]2)=[C:55]([CH:59]=1)[C:56]([NH:16][CH:12]1[CH2:13][CH2:14][CH2:15][CH:11]1[CH2:10][C:7]1[CH:6]=[CH:5][C:4]([C:3]([F:17])([F:2])[F:18])=[CH:9][N:8]=1)=[O:57], predict the reactants needed to synthesize it. The reactants are: Cl.[F:2][C:3]([F:18])([F:17])[C:4]1[CH:5]=[CH:6][C:7]([CH2:10][CH:11]2[CH2:15][CH2:14][CH2:13][CH:12]2[NH2:16])=[N:8][CH:9]=1.CCN(C(C)C)C(C)C.CN(C(ON1N=NC2C=CC=CC1=2)=[N+](C)C)C.[B-](F)(F)(F)F.[CH3:50][C:51]1[CH:52]=[CH:53][C:54]([N:60]2[N:64]=[CH:63][CH:62]=[N:61]2)=[C:55]([CH:59]=1)[C:56](O)=[O:57]. (4) The reactants are: [F:1][C:2]([F:37])([F:36])[C:3]1[CH:31]=[C:30]([C:32]([F:35])([F:34])[F:33])[CH:29]=[CH:28][C:4]=1[CH2:5][N:6]1[CH2:11][CH2:10][CH:9](/[CH:12]=[C:13]2/[C:14]([NH:19][CH2:20][C:21]([O:23]C(C)(C)C)=[O:22])=[N:15][C:16](=[O:18])[S:17]/2)[CH2:8][CH2:7]1.C(=O)([O-])O.[Na+].[Cl-].[NH4+]. Given the product [F:37][C:2]([F:1])([F:36])[C:3]1[CH:31]=[C:30]([C:32]([F:34])([F:35])[F:33])[CH:29]=[CH:28][C:4]=1[CH2:5][N:6]1[CH2:7][CH2:8][CH:9](/[CH:12]=[C:13]2/[C:14]([NH:19][CH2:20][C:21]([OH:23])=[O:22])=[N:15][C:16](=[O:18])[S:17]/2)[CH2:10][CH2:11]1, predict the reactants needed to synthesize it. (5) Given the product [CH3:30][C:28]1[CH:27]=[C:26]([O:31][S:32]([C:35]2[CH:40]=[CH:39][CH:38]=[CH:37][C:36]=2[S:41]([N:44]([CH2:51][CH2:52][C:53]#[N:54])[CH2:45][C:46]2[O:47][CH:48]=[CH:49][CH:50]=2)(=[O:42])=[O:43])(=[O:33])=[O:34])[CH:25]=[C:24]([CH:29]=1)[O:23][CH2:22][CH2:21][CH2:20][O:19][NH:8][C:9]([NH2:11])=[NH:10], predict the reactants needed to synthesize it. The reactants are: C(OC([N:8]([O:19][CH2:20][CH2:21][CH2:22][O:23][C:24]1[CH:29]=[C:28]([CH3:30])[CH:27]=[C:26]([O:31][S:32]([C:35]2[CH:40]=[CH:39][CH:38]=[CH:37][C:36]=2[S:41]([N:44]([CH2:51][CH2:52][C:53]#[N:54])[CH2:45][C:46]2[O:47][CH:48]=[CH:49][CH:50]=2)(=[O:43])=[O:42])(=[O:34])=[O:33])[CH:25]=1)[C:9]([NH:11]C(OC(C)(C)C)=O)=[NH:10])=O)(C)(C)C.C(NCCC#N)C1OC=CC=1.